From a dataset of Full USPTO retrosynthesis dataset with 1.9M reactions from patents (1976-2016). Predict the reactants needed to synthesize the given product. (1) Given the product [CH2:14]([N:11]([CH2:12][CH3:13])[CH2:9][CH2:8][C:5]1[CH:4]=[CH:3][C:2]([NH2:1])=[CH:7][CH:6]=1)[CH3:15], predict the reactants needed to synthesize it. The reactants are: [NH2:1][C:2]1[CH:7]=[CH:6][C:5]([CH2:8][C:9]([N:11]([CH2:14][CH3:15])[CH2:12][CH3:13])=O)=[CH:4][CH:3]=1.NC1C=CC(CC(N)=O)=CC=1.CSC.B.Cl.[OH-].[Na+]. (2) Given the product [Cl:6][C:7]1[CH:12]=[CH:11][C:10]([O:13][C@H:18]2[CH:17]=[CH:5][C:1]3[C:2](=[CH:5][CH:1]=[CH:2][CH:3]=3)[C@@H:3]2[OH:4])=[CH:9][CH:8]=1, predict the reactants needed to synthesize it. The reactants are: [CH2:1]1[CH2:5][O:4][CH2:3][CH2:2]1.[Cl:6][C:7]1[CH:12]=[CH:11][C:10]([OH:13])=[CH:9][CH:8]=1.C(O[CH2:17][CH3:18])C. (3) Given the product [Cl:38][C:31]1[CH:32]=[C:33]([C:34]#[N:35])[CH:36]=[CH:37][C:30]=1[NH:29][C:14](=[O:16])[CH:13]([N:12]1[C:11]2[CH:23]=[C:24]([F:28])[C:25]([F:27])=[CH:26][C:10]=2[N:9]=[C:8]1[C:5]1[CH:4]=[CH:3][C:2]([Cl:1])=[CH:7][CH:6]=1)[CH:17]1[CH2:18][CH2:19][CH2:20][CH2:21][CH2:22]1, predict the reactants needed to synthesize it. The reactants are: [Cl:1][C:2]1[CH:7]=[CH:6][C:5]([C:8]2[N:12]([CH:13]([CH:17]3[CH2:22][CH2:21][CH2:20][CH2:19][CH2:18]3)[C:14]([OH:16])=O)[C:11]3[CH:23]=[C:24]([F:28])[C:25]([F:27])=[CH:26][C:10]=3[N:9]=2)=[CH:4][CH:3]=1.[NH2:29][C:30]1[CH:37]=[CH:36][C:33]([C:34]#[N:35])=[CH:32][C:31]=1[Cl:38]. (4) The reactants are: [OH:1][C@H:2]1[CH2:6][N:5]([C:7](=[O:15])[CH2:8][C:9]2[O:13][N:12]=[C:11]([CH3:14])[CH:10]=2)[C@H:4]([C:16]([OH:18])=O)[CH2:3]1.Cl.[NH2:20][CH2:21][C:22]1[CH:27]=[CH:26][C:25]([C:28]2[CH:29]=[CH:30][C:31]3[O:35][C:34](=[O:36])[NH:33][C:32]=3[CH:37]=2)=[CH:24][CH:23]=1.CCN(C(C)C)C(C)C.CN(C(ON1N=NC2C=CC=NC1=2)=[N+](C)C)C.F[P-](F)(F)(F)(F)F. Given the product [OH:1][C@H:2]1[CH2:6][N:5]([C:7](=[O:15])[CH2:8][C:9]2[O:13][N:12]=[C:11]([CH3:14])[CH:10]=2)[C@H:4]([C:16]([NH:20][CH2:21][C:22]2[CH:23]=[CH:24][C:25]([C:28]3[CH:29]=[CH:30][C:31]4[O:35][C:34](=[O:36])[NH:33][C:32]=4[CH:37]=3)=[CH:26][CH:27]=2)=[O:18])[CH2:3]1, predict the reactants needed to synthesize it.